This data is from Forward reaction prediction with 1.9M reactions from USPTO patents (1976-2016). The task is: Predict the product of the given reaction. (1) Given the reactants [C:1](Cl)(Cl)=[S:2].[F:5][C:6]1[CH:7]=[C:8]([CH:10]=[CH:11][CH:12]=1)[NH2:9], predict the reaction product. The product is: [F:5][C:6]1[CH:12]=[CH:11][CH:10]=[C:8]([N:9]=[C:1]=[S:2])[CH:7]=1. (2) Given the reactants C([CH2:3][C:4]([O:9][C:10]1[CH:15]=[CH:14][C:13]([CH:16]=O)=[CH:12][CH:11]=1)([CH3:8])[C:5](O)=O)C.[NH2:18][C:19]1[CH:24]=[CH:23][CH:22]=[CH:21][C:20]=1[SH:25], predict the reaction product. The product is: [S:25]1[C:20]2[CH:21]=[CH:22][CH:23]=[CH:24][C:19]=2[N:18]=[C:16]1[C:13]1[CH:12]=[CH:11][C:10]([O:9][C:4]([CH3:3])([CH3:5])[CH3:8])=[CH:15][CH:14]=1. (3) The product is: [C:23]([CH2:2][C:3]1[CH:4]=[C:5]([CH:11]=[C:12]([C:14]([N:16]([CH2:20][CH2:21][CH3:22])[CH2:17][CH2:18][CH3:19])=[O:15])[CH:13]=1)[C:6]([O:8][CH2:9][CH3:10])=[O:7])#[N:24]. Given the reactants Br[CH2:2][C:3]1[CH:4]=[C:5]([CH:11]=[C:12]([C:14]([N:16]([CH2:20][CH2:21][CH3:22])[CH2:17][CH2:18][CH3:19])=[O:15])[CH:13]=1)[C:6]([O:8][CH2:9][CH3:10])=[O:7].[C-:23]#[N:24].[Na+], predict the reaction product.